From a dataset of HIV replication inhibition screening data with 41,000+ compounds from the AIDS Antiviral Screen. Binary Classification. Given a drug SMILES string, predict its activity (active/inactive) in a high-throughput screening assay against a specified biological target. The compound is CC(=O)Nc1cc2ccc(C)[n+]3c2c2c1ccc(C)[n+]2[Cu-3]31[n+]2c(C)ccc3cc(NC(C)=O)c4ccc(C)[n+]1c4c32.O=C1OC(C(O)C[O-])C(O)=C1O. The result is 0 (inactive).